From a dataset of Forward reaction prediction with 1.9M reactions from USPTO patents (1976-2016). Predict the product of the given reaction. (1) Given the reactants [CH2:1]([C:4]1[CH:5]=[C:6]2[C:18]([C:19]([NH:21][CH3:22])=[O:20])=[C:17]([C:23]3[CH:28]=[CH:27][C:26]([F:29])=[CH:25][CH:24]=3)[O:16][C:7]2=[N:8][C:9]=1[N:10]([CH3:15])[S:11]([CH3:14])(=[O:13])=[O:12])[CH:2]=[CH2:3].CC1(C)O[O:32]1, predict the reaction product. The product is: [F:29][C:26]1[CH:27]=[CH:28][C:23]([C:17]2[O:16][C:7]3=[N:8][C:9]([N:10]([CH3:15])[S:11]([CH3:14])(=[O:13])=[O:12])=[C:4]([CH2:1][CH:2]4[CH2:3][O:32]4)[CH:5]=[C:6]3[C:18]=2[C:19]([NH:21][CH3:22])=[O:20])=[CH:24][CH:25]=1. (2) Given the reactants Cl.[NH2:2][OH:3].[F:4][C:5]([F:44])([F:43])[C:6]1[CH:7]=[C:8]([CH:36]=[C:37]([C:39]([F:42])([F:41])[F:40])[CH:38]=1)[CH2:9][N:10]1[C:14]([C:15]2[CH:20]=[CH:19][CH:18]=[CH:17][CH:16]=2)=[C:13]([C:21]2[N:22]([CH2:28][C:29]3[CH:34]=[CH:33][CH:32]=[CH:31][C:30]=3[Cl:35])[C:23]([CH:26]=O)=[N:24][N:25]=2)[N:12]=[N:11]1.[OH-].[Na+], predict the reaction product. The product is: [F:4][C:5]([F:44])([F:43])[C:6]1[CH:7]=[C:8]([CH:36]=[C:37]([C:39]([F:42])([F:41])[F:40])[CH:38]=1)[CH2:9][N:10]1[C:14]([C:15]2[CH:20]=[CH:19][CH:18]=[CH:17][CH:16]=2)=[C:13]([C:21]2[N:22]([CH2:28][C:29]3[CH:34]=[CH:33][CH:32]=[CH:31][C:30]=3[Cl:35])[C:23]([CH:26]=[N:2][OH:3])=[N:24][N:25]=2)[N:12]=[N:11]1. (3) Given the reactants Br[C:2]1[C:7]([O:8][C:9]([F:12])([F:11])[F:10])=[CH:6][C:5]([NH:13][C:14](=[O:34])[C:15]2[CH:20]=[CH:19][C:18]([N:21]3[CH2:26][CH2:25][N:24]([C:27](=[O:32])[C:28]([CH3:31])([CH3:30])[CH3:29])[CH2:23][C@H:22]3[CH3:33])=[N:17][CH:16]=2)=[C:4]([Cl:35])[CH:3]=1.O1CCCC1.[B:41](OC)([O:44]C)[O:42]C.Cl, predict the reaction product. The product is: [Cl:35][C:4]1[C:5]([NH:13][C:14](=[O:34])[C:15]2[CH:20]=[CH:19][C:18]([N:21]3[CH2:26][CH2:25][N:24]([C:27](=[O:32])[C:28]([CH3:30])([CH3:29])[CH3:31])[CH2:23][C@H:22]3[CH3:33])=[N:17][CH:16]=2)=[CH:6][C:7]([O:8][C:9]([F:11])([F:12])[F:10])=[C:2]([B:41]([OH:44])[OH:42])[CH:3]=1. (4) Given the reactants Cl[C:2]1[CH:3]=[CH:4][C:5]2[N:6]([C:8]([C:11](=[O:13])[CH3:12])=[CH:9][N:10]=2)[N:7]=1.[CH3:14][CH:15]([CH3:28])[CH2:16][CH2:17][N:18]1[CH:23]=[CH:22][C:21](B(O)O)=[CH:20][C:19]1=[O:27].C([O-])([O-])=O.[K+].[K+], predict the reaction product. The product is: [C:11]([C:8]1[N:6]2[N:7]=[C:2]([C:21]3[CH:22]=[CH:23][N:18]([CH2:17][CH2:16][CH:15]([CH3:14])[CH3:28])[C:19](=[O:27])[CH:20]=3)[CH:3]=[CH:4][C:5]2=[N:10][CH:9]=1)(=[O:13])[CH3:12]. (5) Given the reactants [NH2:1][CH:2]([C:6]1[CH:11]=[CH:10][C:9]([F:12])=[CH:8][C:7]=1[C:13]([F:16])([F:15])[F:14])[C:3](O)=[O:4].[BH4-].[Li+].Cl[Si](C)(C)C, predict the reaction product. The product is: [NH2:1][CH:2]([C:6]1[CH:11]=[CH:10][C:9]([F:12])=[CH:8][C:7]=1[C:13]([F:16])([F:14])[F:15])[CH2:3][OH:4]. (6) Given the reactants [NH2:1][C:2]1[C:7]([F:8])=[CH:6][CH:5]=[CH:4][C:3]=1[C:9]#[C:10][CH2:11][C:12]([C:26]([F:29])([F:28])[F:27])([OH:25])[CH2:13][C:14]([C:17]1[CH:22]=[C:21]([F:23])[CH:20]=[CH:19][C:18]=1[CH3:24])([CH3:16])[CH3:15], predict the reaction product. The product is: [F:27][C:26]([F:29])([F:28])[C:12]([CH2:11][C:10]1[NH:1][C:2]2[C:3]([CH:9]=1)=[CH:4][CH:5]=[CH:6][C:7]=2[F:8])([OH:25])[CH2:13][C:14]([C:17]1[CH:22]=[C:21]([F:23])[CH:20]=[CH:19][C:18]=1[CH3:24])([CH3:15])[CH3:16]. (7) Given the reactants [Cl:1][C:2]1[CH:10]=[CH:9][CH:8]=[C:7]2[C:3]=1[CH:4]=[CH:5][N:6]2[C@@H:11]1[O:28][C@H:27]([CH2:29][O:30][C:31](=[O:33])[CH3:32])[C@@H:22]([O:23][C:24](=[O:26])[CH3:25])[C@H:17]([O:18][C:19](=[O:21])[CH3:20])[C@H:12]1[O:13][C:14](=[O:16])[CH3:15].[Cl:34][C:35]1[CH:43]=[CH:42][C:38]([C:39](Cl)=[O:40])=[CH:37][CH:36]=1, predict the reaction product. The product is: [Cl:34][C:35]1[CH:43]=[CH:42][C:38]([C:39]([C:4]2[C:3]3[C:7](=[CH:8][CH:9]=[CH:10][C:2]=3[Cl:1])[N:6]([C@@H:11]3[O:28][C@H:27]([CH2:29][O:30][C:31](=[O:33])[CH3:32])[C@@H:22]([O:23][C:24](=[O:26])[CH3:25])[C@H:17]([O:18][C:19](=[O:21])[CH3:20])[C@H:12]3[O:13][C:14](=[O:16])[CH3:15])[CH:5]=2)=[O:40])=[CH:37][CH:36]=1. (8) Given the reactants [CH3:1][O:2][C:3](=[O:41])[C:4]1[CH:9]=[CH:8][C:7]([NH:10][CH2:11][CH2:12][C:13]2[C:21]3[C:16](=[CH:17][CH:18]=[C:19]([Cl:22])[CH:20]=3)[N:15]([CH:23]([C:30]3[CH:35]=[CH:34][CH:33]=[CH:32][CH:31]=3)[C:24]3[CH:29]=[CH:28][CH:27]=[CH:26][CH:25]=3)[C:14]=2[CH2:36][CH2:37][N:38]=[N+]=[N-])=[CH:6][CH:5]=1.C1C=CC(P(C2C=CC=CC=2)C2C=CC=CC=2)=CC=1.O, predict the reaction product. The product is: [CH3:1][O:2][C:3](=[O:41])[C:4]1[CH:5]=[CH:6][C:7]([NH:10][CH2:11][CH2:12][C:13]2[C:21]3[C:16](=[CH:17][CH:18]=[C:19]([Cl:22])[CH:20]=3)[N:15]([CH:23]([C:30]3[CH:31]=[CH:32][CH:33]=[CH:34][CH:35]=3)[C:24]3[CH:29]=[CH:28][CH:27]=[CH:26][CH:25]=3)[C:14]=2[CH2:36][CH2:37][NH2:38])=[CH:8][CH:9]=1. (9) Given the reactants Cl[CH2:2][CH2:3][O:4][C:5]1[CH:10]=[CH:9][C:8]([CH2:11][C:12]2[CH:17]=[CH:16][CH:15]=[CH:14][CH:13]=2)=[CH:7][CH:6]=1.[I-:18].[Na+].O, predict the reaction product. The product is: [I:18][CH2:2][CH2:3][O:4][C:5]1[CH:10]=[CH:9][C:8]([CH2:11][C:12]2[CH:17]=[CH:16][CH:15]=[CH:14][CH:13]=2)=[CH:7][CH:6]=1.